Dataset: Full USPTO retrosynthesis dataset with 1.9M reactions from patents (1976-2016). Task: Predict the reactants needed to synthesize the given product. (1) The reactants are: [H-].[Na+].[Cl:3][C:4]1[CH:9]=[CH:8][CH:7]=[CH:6][C:5]=1[C:10]1[N:11]([CH3:27])[C:12]([C:15]([NH:18][C:19](=[O:26])[C:20]2[CH:25]=[CH:24][CH:23]=[CH:22][CH:21]=2)([CH3:17])[CH3:16])=[N:13][N:14]=1.CI.[C:30](=O)([O-])O.[Na+]. Given the product [Cl:3][C:4]1[CH:9]=[CH:8][CH:7]=[CH:6][C:5]=1[C:10]1[N:11]([CH3:27])[C:12]([C:15]([N:18]([CH3:30])[C:19](=[O:26])[C:20]2[CH:21]=[CH:22][CH:23]=[CH:24][CH:25]=2)([CH3:17])[CH3:16])=[N:13][N:14]=1, predict the reactants needed to synthesize it. (2) Given the product [CH3:1][C:2]1[S:3][C:4]2[CH:10]=[CH:9][CH:8]=[C:7]([O:11][CH2:15][C@@H:13]3[CH2:14][O:12]3)[C:5]=2[N:6]=1, predict the reactants needed to synthesize it. The reactants are: [CH3:1][C:2]1[S:3][C:4]2[C:5](=[C:7]([OH:11])[CH:8]=[CH:9][CH:10]=2)[N:6]=1.[O:12]1[CH2:14][C@H:13]1[CH2:15]OS(C1C=CC=C([N+]([O-])=O)C=1)(=O)=O.C([O-])([O-])=O.[Cs+].[Cs+]. (3) Given the product [Cl:24][C:3]1[CH:4]=[C:5]([O:6][C:7]2[CH:8]=[CH:9][C:10]3[N:11]([CH:13]=[C:14]([NH:16][C:17]([CH:19]4[CH2:21][CH2:20]4)=[O:18])[N:15]=3)[CH:12]=2)[CH:22]=[CH:23][C:2]=1[NH:1][C:39]([C:34]1[C:33](=[O:42])[N:32]([C:29]2[CH:28]=[CH:27][C:26]([F:25])=[CH:31][CH:30]=2)[C:37]([CH3:38])=[CH:36][CH:35]=1)=[O:40], predict the reactants needed to synthesize it. The reactants are: [NH2:1][C:2]1[CH:23]=[CH:22][C:5]([O:6][C:7]2[CH:8]=[CH:9][C:10]3[N:11]([CH:13]=[C:14]([NH:16][C:17]([CH:19]4[CH2:21][CH2:20]4)=[O:18])[N:15]=3)[CH:12]=2)=[CH:4][C:3]=1[Cl:24].[F:25][C:26]1[CH:31]=[CH:30][C:29]([N:32]2[C:37]([CH3:38])=[CH:36][CH:35]=[C:34]([C:39](O)=[O:40])[C:33]2=[O:42])=[CH:28][CH:27]=1.C(N(CC)C(C)C)(C)C.CN(C(ON1N=NC2C=CC=NC1=2)=[N+](C)C)C.F[P-](F)(F)(F)(F)F.